Dataset: Forward reaction prediction with 1.9M reactions from USPTO patents (1976-2016). Task: Predict the product of the given reaction. Given the reactants [Br:1][C:2]1[CH:7]=[CH:6][C:5]([C:8]2[CH:13]=[CH:12][C:11]([C:14](=[O:16])[CH3:15])=[CH:10][CH:9]=2)=[CH:4][CH:3]=1.[Br:17]Br, predict the reaction product. The product is: [Br:17][CH2:15][C:14]([C:11]1[CH:12]=[CH:13][C:8]([C:5]2[CH:4]=[CH:3][C:2]([Br:1])=[CH:7][CH:6]=2)=[CH:9][CH:10]=1)=[O:16].